The task is: Predict the product of the given reaction.. This data is from Forward reaction prediction with 1.9M reactions from USPTO patents (1976-2016). (1) Given the reactants [Cl:1][C:2]1[CH:7]=[CH:6][C:5]([OH:8])=[CH:4][CH:3]=1.[Cl:9][C:10]1[CH:15]=[CH:14][C:13]([CH:16](O)[CH2:17][CH2:18][CH2:19][N:20]2[CH2:25][CH2:24][CH:23]([C:26]3[CH:27]=[C:28]([NH:32][C:33](=[O:37])[CH:34]([CH3:36])[CH3:35])[CH:29]=[CH:30][CH:31]=3)[CH2:22][CH2:21]2)=[CH:12][CH:11]=1, predict the reaction product. The product is: [Cl:1][C:2]1[CH:7]=[CH:6][C:5]([O:8][CH:16]([C:13]2[CH:12]=[CH:11][C:10]([Cl:9])=[CH:15][CH:14]=2)[CH2:17][CH2:18][CH2:19][N:20]2[CH2:25][CH2:24][CH:23]([C:26]3[CH:27]=[C:28]([NH:32][C:33](=[O:37])[CH:34]([CH3:36])[CH3:35])[CH:29]=[CH:30][CH:31]=3)[CH2:22][CH2:21]2)=[CH:4][CH:3]=1. (2) Given the reactants [CH3:1][C:2]1([CH2:9][CH2:10][C:11](=[O:14])[CH2:12][CH3:13])[C:6](=[O:7])[CH2:5][CH2:4][C:3]1=O.C1(C)C=CC(S(O)(=O)=O)=CC=1, predict the reaction product. The product is: [CH3:13][C:12]1[C:11](=[O:14])[CH2:10][CH2:9][C:2]2([CH3:1])[C:3]=1[CH2:4][CH2:5][C:6]2=[O:7]. (3) The product is: [O:6]=[C:5]1[C:4](=[CH:1][CH2:2][NH:21][CH2:20][C:13]2([CH2:16][C:17]([O-:19])=[O:18])[CH2:14][CH2:15][CH2:10][CH2:11][CH2:12]2)[CH2:9][CH2:8][O:7]1.[NH2+:22]1[CH2:27][CH2:26][CH2:25][CH2:24][CH2:23]1. Given the reactants [C:1]([CH:4]1[CH2:9][CH2:8][O:7][C:5]1=[O:6])(=O)[CH3:2].[CH2:10]1[CH2:15][CH2:14][C:13]([CH2:20][NH2:21])([CH2:16][C:17]([OH:19])=[O:18])[CH2:12][CH2:11]1.[NH:22]1[CH2:27][CH2:26][CH2:25][CH2:24][CH2:23]1, predict the reaction product. (4) Given the reactants [Br:1][C:2]1[C:3]([S:9][CH2:10][CH2:11][CH2:12][CH2:13][OH:14])=[N:4][C:5](Cl)=[N:6][CH:7]=1.[NH2:15][C:16]1[CH:17]=[CH:18][C:19]([S:22]([NH2:25])(=[O:24])=[O:23])=[N:20][CH:21]=1.Cl.O, predict the reaction product. The product is: [Br:1][C:2]1[C:3]([S:9][CH2:10][CH2:11][CH2:12][CH2:13][OH:14])=[N:4][C:5]([NH:15][C:16]2[CH:17]=[CH:18][C:19]([S:22]([NH2:25])(=[O:24])=[O:23])=[N:20][CH:21]=2)=[N:6][CH:7]=1.